From a dataset of Full USPTO retrosynthesis dataset with 1.9M reactions from patents (1976-2016). Predict the reactants needed to synthesize the given product. Given the product [NH:34]1[C:35]2[C:31](=[C:30]([CH2:28][NH:1][C:4]3[C:5]4[CH:6]=[CH:7][C:8]([NH:21][CH2:20][C:19]5[CH:22]=[CH:23][CH:24]=[CH:25][C:18]=5[O:17][C:16]([F:26])([F:27])[F:15])=[N:9][C:10]=4[CH:11]=[CH:12][CH:13]=3)[CH:38]=[CH:37][CH:36]=2)[CH:32]=[CH:33]1, predict the reactants needed to synthesize it. The reactants are: [N+:1]([C:4]1[CH:13]=[CH:12][CH:11]=[C:10]2[C:5]=1[CH:6]=[CH:7][C:8](Cl)=[N:9]2)([O-])=O.[F:15][C:16]([F:27])([F:26])[O:17][C:18]1[CH:25]=[CH:24][CH:23]=[CH:22][C:19]=1[CH2:20][NH2:21].[CH:28]([C:30]1[CH:38]=[CH:37][CH:36]=[C:35]2[C:31]=1[CH:32]=[CH:33][NH:34]2)=O.